From a dataset of Forward reaction prediction with 1.9M reactions from USPTO patents (1976-2016). Predict the product of the given reaction. (1) Given the reactants [C:1]([O:5][C:6]([NH:8][C@H:9]([CH2:27][OH:28])[CH2:10][C:11]1[CH:26]=[CH:25][C:14]([O:15][C:16]2[N:24]=[CH:23][CH:22]=[CH:21][C:17]=2[C:18]([OH:20])=[O:19])=[CH:13][CH:12]=1)=[O:7])([CH3:4])([CH3:3])[CH3:2].[CH2:29](I)[CH3:30].C(=O)([O-])[O-].[K+].[K+].CN(C)C=O, predict the reaction product. The product is: [CH2:29]([O:19][C:18](=[O:20])[C:17]1[CH:21]=[CH:22][CH:23]=[N:24][C:16]=1[O:15][C:14]1[CH:25]=[CH:26][C:11]([CH2:10][C@H:9]([NH:8][C:6]([O:5][C:1]([CH3:3])([CH3:4])[CH3:2])=[O:7])[CH2:27][OH:28])=[CH:12][CH:13]=1)[CH3:30]. (2) The product is: [Br:1][C:2]1[CH:8]=[CH:7][C:5]([NH:6][N:9]=[C:19]([C:20](=[O:21])[CH3:22])[C:18]([O:24][CH2:25][CH3:26])=[O:23])=[CH:4][CH:3]=1. Given the reactants [Br:1][C:2]1[CH:8]=[CH:7][C:5]([NH2:6])=[CH:4][CH:3]=1.[N:9]([O-])=O.[Na+].C([O-])(=O)C.[Na+].[C:18]([O:24][CH2:25][CH3:26])(=[O:23])[CH2:19][C:20]([CH3:22])=[O:21], predict the reaction product. (3) Given the reactants Br[C:2]1[CH:3]=[C:4]([OH:10])[C:5]([O:8][CH3:9])=[N:6][CH:7]=1.C([O-])(=O)C.[K+].[CH3:16][C:17]1([CH3:33])[C:21]([CH3:23])([CH3:22])[O:20][B:19]([B:19]2[O:20][C:21]([CH3:23])([CH3:22])[C:17]([CH3:33])([CH3:16])[O:18]2)[O:18]1.ClCCl, predict the reaction product. The product is: [CH3:9][O:8][C:5]1[C:4]([OH:10])=[CH:3][C:2]([B:19]2[O:20][C:21]([CH3:23])([CH3:22])[C:17]([CH3:33])([CH3:16])[O:18]2)=[CH:7][N:6]=1. (4) Given the reactants NCC1C=C(NC(=O)N(CCC2C=CC(C(NC3C=C4C(=CC=3)C(N(C(OC(C)(C)C)=O)C(OC(C)(C)C)=O)=NC=C4)C(O)=O)=CC=2)C)C=CC=1S(CC)(=O)=O.[C:57]([O:61][C:62]([N:64]([C:101]([O:103][C:104]([CH3:107])([CH3:106])[CH3:105])=[O:102])[C:65]1[CH:74]=[CH:73][CH:72]=[C:71]2[C:66]=1[CH:67]=[CH:68][C:69]([NH:75][CH:76]([C:80]1[CH:85]=[CH:84][C:83]([CH2:86][CH2:87][O:88][C:89](=[O:99])[NH:90][C:91]3[CH:96]=[CH:95][CH:94]=[C:93]([C:97]#[N:98])[CH:92]=3)=[C:82]([CH3:100])[CH:81]=1)[C:77]([OH:79])=[O:78])=[CH:70]2)=[O:63])([CH3:60])([CH3:59])[CH3:58], predict the reaction product. The product is: [NH2:98][CH2:97][C:93]1[CH:92]=[C:91]([NH:90][C:89]([O:88][CH2:87][CH2:86][C:83]2[CH:84]=[CH:85][C:80]([CH:76]([NH:75][C:69]3[CH:68]=[CH:67][C:66]4[C:71](=[CH:72][CH:73]=[CH:74][C:65]=4[N:64]([C:101]([O:103][C:104]([CH3:107])([CH3:106])[CH3:105])=[O:102])[C:62]([O:61][C:57]([CH3:60])([CH3:59])[CH3:58])=[O:63])[CH:70]=3)[C:77]([OH:79])=[O:78])=[CH:81][C:82]=2[CH3:100])=[O:99])[CH:96]=[CH:95][CH:94]=1.